Dataset: Forward reaction prediction with 1.9M reactions from USPTO patents (1976-2016). Task: Predict the product of the given reaction. Given the reactants [C:1]([C:3]1[CH:15]=[C:14]2[C:6]([C:7]3[C:8](=[O:27])[C:9]4[CH:21]=[CH:20][C:19]([O:22][CH2:23][C:24]([OH:26])=O)=[CH:18][C:10]=4[C:11]([CH3:17])([CH3:16])[C:12]=3[NH:13]2)=[CH:5][CH:4]=1)#[N:2].[NH2:28][CH2:29][CH2:30][C:31]#[N:32].C1C=CC2N(O)N=NC=2C=1.C(Cl)CCl, predict the reaction product. The product is: [C:1]([C:3]1[CH:15]=[C:14]2[C:6]([C:7]3[C:8](=[O:27])[C:9]4[CH:21]=[CH:20][C:19]([O:22][CH2:23][C:24]([NH:32][CH2:31][CH2:30][C:29]#[N:28])=[O:26])=[CH:18][C:10]=4[C:11]([CH3:17])([CH3:16])[C:12]=3[NH:13]2)=[CH:5][CH:4]=1)#[N:2].